This data is from Catalyst prediction with 721,799 reactions and 888 catalyst types from USPTO. The task is: Predict which catalyst facilitates the given reaction. (1) Reactant: [O:1]=[C:2]([N:12]1[CH2:17][CH2:16][C:15](=[C:18]2[C:31]3[CH:30]=[CH:29][CH:28]=[CH:27][C:26]=3[S:25][C:24]3[C:19]2=[CH:20][CH:21]=[CH:22][CH:23]=3)[CH2:14][CH2:13]1)[CH2:3][NH:4]C(=O)OC(C)(C)C.[ClH:32].O1CCOCC1.C(=O)([O-])O.[Na+]. Product: [ClH:32].[CH:20]1[C:19]2[C:18](=[C:15]3[CH2:16][CH2:17][N:12]([C:2](=[O:1])[CH2:3][NH2:4])[CH2:13][CH2:14]3)[C:31]3[C:26](=[CH:27][CH:28]=[CH:29][CH:30]=3)[S:25][C:24]=2[CH:23]=[CH:22][CH:21]=1. The catalyst class is: 12. (2) Reactant: [CH2:1]([O:3][C:4](=[O:14])[CH2:5][O:6][C:7]1[CH:12]=[CH:11][CH:10]=[C:9]([NH2:13])[CH:8]=1)[CH3:2].C(N(CC)CC)C.[CH3:22][O:23][C:24]([C:26]1[CH:35]=[C:34]([O:36][CH2:37][C:38](Cl)=[O:39])[C:33]2[C:28](=[CH:29][C:30]([Cl:42])=[CH:31][C:32]=2[Cl:41])[CH:27]=1)=[O:25]. Product: [CH3:22][O:23][C:24]([C:26]1[CH:35]=[C:34]([O:36][CH2:37][C:38](=[O:39])[NH:13][C:9]2[CH:10]=[CH:11][CH:12]=[C:7]([O:6][CH2:5][C:4]([O:3][CH2:1][CH3:2])=[O:14])[CH:8]=2)[C:33]2[C:28](=[CH:29][C:30]([Cl:42])=[CH:31][C:32]=2[Cl:41])[CH:27]=1)=[O:25]. The catalyst class is: 2. (3) Reactant: [CH:1]1([C:4](N)=O)[CH2:3][CH2:2]1.F[B-](F)(F)F.C([O+](CC)CC)C.[NH2:19][C:20]1[C:21]([NH:29][C@H:30]2[CH2:35][CH2:34][C@H:33]([CH2:36][C:37]#[N:38])[CH2:32][CH2:31]2)=[C:22]2[S:28][CH:27]=[CH:26][C:23]2=[N:24][CH:25]=1. Product: [CH:1]1([C:4]2[N:29]([C@H:30]3[CH2:31][CH2:32][C@H:33]([CH2:36][C:37]#[N:38])[CH2:34][CH2:35]3)[C:21]3=[C:22]4[S:28][CH:27]=[CH:26][C:23]4=[N:24][CH:25]=[C:20]3[N:19]=2)[CH2:3][CH2:2]1. The catalyst class is: 214. (4) Reactant: [Br:1][C:2]1[CH:9]=[CH:8][C:5]([CH:6]=O)=[CH:4][CH:3]=1.Cl.[F:11][C:12]1([F:18])[CH2:17][CH2:16][CH2:15][NH:14][CH2:13]1.C(O[BH-](OC(=O)C)OC(=O)C)(=O)C.[Na+].C(O)(=O)C.C(=O)(O)[O-].[Na+]. Product: [Br:1][C:2]1[CH:9]=[CH:8][C:5]([CH2:6][N:14]2[CH2:15][CH2:16][CH2:17][C:12]([F:18])([F:11])[CH2:13]2)=[CH:4][CH:3]=1. The catalyst class is: 4. (5) The catalyst class is: 130. Product: [CH3:1][O:2][C:6]1[CH:11]=[CH:10][C:9]([CH2:25][C:24]([N:22]([CH2:21][C:9]2[CH:10]=[CH:11][C:6]([CH3:5])=[CH:7][CH:8]=2)[CH:16]2[CH2:17][CH2:18][N:13]([CH3:12])[CH2:14][CH2:15]2)=[O:27])=[CH:8][CH:7]=1. Reactant: [CH3:1][OH:2].CN[CH2:5][C:6]1[CH:11]=[CH:10][CH:9]=[CH:8][CH:7]=1.[CH3:12][N:13]1[CH2:18][CH2:17][C:16](=O)[CH2:15][CH2:14]1.[BH3-][C:21]#[N:22].[Na+].[C:24]([OH:27])(=O)[CH3:25]. (6) Reactant: C(Cl)(=O)C(Cl)=O.CS(C)=O.[C:11]([O:15][C:16]([N:18]1[C:22]2[CH:23]=[CH:24][CH:25]=[CH:26][C:21]=2[N:20]=[C:19]1[CH2:27][N:28]([CH:34]1[C:43]2[N:42]=[CH:41][CH:40]=[CH:39][C:38]=2[CH2:37][CH2:36][CH2:35]1)[CH2:29][CH2:30][CH2:31][CH2:32][OH:33])=[O:17])([CH3:14])([CH3:13])[CH3:12].C(N(CC)CC)C. Product: [C:11]([O:15][C:16]([N:18]1[C:22]2[CH:23]=[CH:24][CH:25]=[CH:26][C:21]=2[N:20]=[C:19]1[CH2:27][N:28]([CH:34]1[C:43]2[N:42]=[CH:41][CH:40]=[CH:39][C:38]=2[CH2:37][CH2:36][CH2:35]1)[CH2:29][CH2:30][CH2:31][CH:32]=[O:33])=[O:17])([CH3:14])([CH3:12])[CH3:13]. The catalyst class is: 2.